This data is from Reaction yield outcomes from USPTO patents with 853,638 reactions. The task is: Predict the reaction yield, written as a fraction of the theoretical maximum amount of product (1.0 means a 100% yield; for example, 0.34 means a 34% yield). (1) The reactants are [F:1][C:2]1[N:7]=[C:6](I)[C:5]([O:9][CH3:10])=[CH:4][CH:3]=1.[N:11]1[CH:16]=[CH:15][CH:14]=[C:13](B(O)O)[CH:12]=1.C(=O)([O-])[O-].[K+].[K+]. The catalyst is CN(C)C=O. The product is [F:1][C:2]1[N:7]=[C:6]([C:13]2[CH:12]=[N:11][CH:16]=[CH:15][CH:14]=2)[C:5]([O:9][CH3:10])=[CH:4][CH:3]=1. The yield is 0.720. (2) The reactants are [Br:1]N1C(=O)CCC1=O.[CH3:9][CH2:10][CH2:11][CH2:12][CH2:13]C.[C:15]([O:18][CH2:19][CH3:20])(=O)[CH3:16].CCCCCC. The catalyst is ClC(Cl)C. The product is [Br:1][C:11]1[C:12]([CH3:13])=[CH:16][C:15]2[O:18][CH:19]=[CH:20][C:9]=2[CH:10]=1. The yield is 0.220. (3) The reactants are [CH3:1][C:2]1([CH3:32])[C:8](=[O:9])[NH:7][C:6]2[N:10]=[CH:11][C:12](/[CH:14]=[CH:15]/[C:16]([N:18]([CH2:20][C:21]3[O:22][C:23]4[CH:31]=[CH:30][CH:29]=[CH:28][C:24]=4[C:25]=3[CH2:26][CH3:27])[CH3:19])=[O:17])=[CH:13][C:5]=2[CH2:4][NH:3]1.[ClH:33]. The catalyst is C(Cl)Cl.CO.CCOCC. The product is [ClH:33].[CH3:32][C:2]1([CH3:1])[C:8](=[O:9])[NH:7][C:6]2[N:10]=[CH:11][C:12](/[CH:14]=[CH:15]/[C:16]([N:18]([CH2:20][C:21]3[O:22][C:23]4[CH:31]=[CH:30][CH:29]=[CH:28][C:24]=4[C:25]=3[CH2:26][CH3:27])[CH3:19])=[O:17])=[CH:13][C:5]=2[CH2:4][NH:3]1. The yield is 0.990. (4) The reactants are [Cl:1][C:2]1[CH:7]=[C:6](I)[C:5]([C:9]([F:12])([F:11])[F:10])=[CH:4][N:3]=1.[NH2:13][C:14]1[C:15]([C:20]([NH:22][CH3:23])=[O:21])=[N:16][CH:17]=[CH:18][CH:19]=1.CC1(C)C2C(=C(P(C3C=CC=CC=3)C3C=CC=CC=3)C=CC=2)OC2C(P(C3C=CC=CC=3)C3C=CC=CC=3)=CC=CC1=2.C([O-])([O-])=O.[Cs+].[Cs+]. The catalyst is O1CCOCC1.C1C=CC(/C=C/C(/C=C/C2C=CC=CC=2)=O)=CC=1.C1C=CC(/C=C/C(/C=C/C2C=CC=CC=2)=O)=CC=1.C1C=CC(/C=C/C(/C=C/C2C=CC=CC=2)=O)=CC=1.[Pd].[Pd]. The product is [Cl:1][C:2]1[CH:7]=[C:6]([NH:13][C:14]2[C:15]([C:20]([NH:22][CH3:23])=[O:21])=[N:16][CH:17]=[CH:18][CH:19]=2)[C:5]([C:9]([F:12])([F:11])[F:10])=[CH:4][N:3]=1. The yield is 0.220. (5) The yield is 0.690. The catalyst is CN(C=O)C. The reactants are [C:1]([N:8]1[CH2:13][CH2:12][NH:11][CH2:10][CH2:9]1)([O:3][C:4]([CH3:7])([CH3:6])[CH3:5])=[O:2].[N+:14]([C:17]1[CH:24]=[CH:23][CH:22]=[C:21]([N+]([O-])=O)[C:18]=1[C:19]#[N:20])([O-:16])=[O:15].O.C(OCC)(=O)C. The product is [C:4]([O:3][C:1]([N:8]1[CH2:9][CH2:10][N:11]([C:21]2[CH:22]=[CH:23][CH:24]=[C:17]([N+:14]([O-:16])=[O:15])[C:18]=2[C:19]#[N:20])[CH2:12][CH2:13]1)=[O:2])([CH3:7])([CH3:6])[CH3:5]. (6) The reactants are [C:1]([C:3]1[CH:4]=[C:5]([C:9]2[CH:14]=[CH:13][C:12]([C:15]([CH3:20])([CH3:19])[C:16]([OH:18])=O)=[CH:11][CH:10]=2)[CH:6]=[N:7][CH:8]=1)#[N:2].[CH3:21][CH:22](C)[C@H:23]([NH2:25])[CH3:24]. No catalyst specified. The product is [C@H:23]([NH:25][C:16](=[O:18])[C:15]([C:12]1[CH:11]=[CH:10][C:9]([C:5]2[CH:6]=[N:7][CH:8]=[C:3]([C:1]#[N:2])[CH:4]=2)=[CH:14][CH:13]=1)([CH3:20])[CH3:19])([CH2:22][CH3:21])[CH3:24]. The yield is 0.480. (7) The reactants are Br[C:2]1[CH:7]=[CH:6][C:5]([C:8]2[CH2:12][C:11]([C:17]3[CH:22]=[C:21]([Cl:23])[CH:20]=[C:19]([Cl:24])[CH:18]=3)([C:13]([F:16])([F:15])[F:14])[O:10][N:9]=2)=[CH:4][C:3]=1[Cl:25].[C:26]([O-:29])(=[O:28])C.[Na+].[C]=O.[CH3:33]O. The catalyst is C([O-])(=O)C.[Pd+2].C([O-])(=O)C. The product is [CH3:33][O:29][C:26](=[O:28])[C:2]1[CH:7]=[CH:6][C:5]([C:8]2[CH2:12][C:11]([C:17]3[CH:22]=[C:21]([Cl:23])[CH:20]=[C:19]([Cl:24])[CH:18]=3)([C:13]([F:14])([F:15])[F:16])[O:10][N:9]=2)=[CH:4][C:3]=1[Cl:25]. The yield is 0.580. (8) The reactants are [Br:1][C:2]1[C:3]([N:20]2[CH2:25][CH2:24][N:23]([C:26](=[O:36])[CH2:27][NH:28]C(=O)OC(C)(C)C)[CH2:22][CH2:21]2)=[C:4]2[C:10]([NH:11][C:12](=[O:19])[C:13]3[CH:18]=[CH:17][CH:16]=[N:15][CH:14]=3)=[CH:9][NH:8][C:5]2=[N:6][CH:7]=1.C(O)(C(F)(F)F)=O. The catalyst is C(Cl)Cl. The product is [NH2:28][CH2:27][C:26]([N:23]1[CH2:22][CH2:21][N:20]([C:3]2[C:2]([Br:1])=[CH:7][N:6]=[C:5]3[NH:8][CH:9]=[C:10]([NH:11][C:12](=[O:19])[C:13]4[CH:18]=[CH:17][CH:16]=[N:15][CH:14]=4)[C:4]=23)[CH2:25][CH2:24]1)=[O:36]. The yield is 0.740. (9) The yield is 0.690. The reactants are [CH2:1]([C:4]1[C:12]([O:13][CH2:14][CH2:15][Si:16]([CH3:19])([CH3:18])[CH3:17])=[C:11]2[C:7]([CH2:8][O:9][C:10]2=[O:20])=[C:6]([CH3:21])[C:5]=1[CH2:22][CH3:23])[CH:2]=C.NC(N)=S.C[OH:29]. The catalyst is C(Cl)Cl.N1C=CC=CC=1. The product is [CH2:22]([C:5]1[C:6]([CH3:21])=[C:7]2[C:11]([C:10](=[O:20])[O:9][CH2:8]2)=[C:12]([O:13][CH2:14][CH2:15][Si:16]([CH3:18])([CH3:19])[CH3:17])[C:4]=1[CH2:1][CH:2]=[O:29])[CH3:23]. (10) The reactants are CCN(C(C)C)C(C)C.[OH:10][C:11]1[CH:12]=[CH:13][CH:14]=[C:15]2[C:20]=1[O:19][C:18](=[O:21])[C:17]([C:22]([OH:24])=O)=[CH:16]2.CN(C(ON1N=NC2C=CC=NC1=2)=[N+](C)C)C.F[P-](F)(F)(F)(F)F.[CH3:49][O:50][C:51]1[N:56]=[CH:55][C:54]([C:57]2[CH:58]=[C:59]([NH2:63])[CH:60]=[CH:61][CH:62]=2)=[CH:53][CH:52]=1. The catalyst is CN(C=O)C. The product is [CH3:49][O:50][C:51]1[N:56]=[CH:55][C:54]([C:57]2[CH:58]=[C:59]([NH:63][C:22]([C:17]3[C:18](=[O:21])[O:19][C:20]4[C:15]([CH:16]=3)=[CH:14][CH:13]=[CH:12][C:11]=4[OH:10])=[O:24])[CH:60]=[CH:61][CH:62]=2)=[CH:53][CH:52]=1. The yield is 0.490.